From a dataset of Reaction yield outcomes from USPTO patents with 853,638 reactions. Predict the reaction yield, written as a fraction of the theoretical maximum amount of product (1.0 means a 100% yield; for example, 0.34 means a 34% yield). (1) The reactants are Cl.[NH2:2][CH2:3][C:4]1([C:17](=[O:29])[NH:18][C:19]2[CH:20]=[N:21][C:22]([C:25]([F:28])([F:27])[F:26])=[CH:23][CH:24]=2)[CH2:9][CH2:8][N:7]([C:10](OC(C)(C)C)=O)[CH2:6][CH2:5]1.ClC1[C:32]2[CH:39]=[CH:38][NH:37][C:33]=2[N:34]=[CH:35][N:36]=1.C(N(C(C)C)C(C)C)C. The catalyst is C1COCC1.C(O)CCC. The product is [NH2:2][CH2:3][C:4]1([C:17]([NH:18][C:19]2[CH:20]=[N:21][C:22]([C:25]([F:27])([F:26])[F:28])=[CH:23][CH:24]=2)=[O:29])[CH2:5][CH2:6][N:7]([C:10]2[C:32]3[CH:39]=[CH:38][NH:37][C:33]=3[N:34]=[CH:35][N:36]=2)[CH2:8][CH2:9]1. The yield is 0.186. (2) The reactants are [CH3:1][C:2]1[CH:3]=[CH:4][CH:5]=[C:6]2[C:10]=1[NH:9][CH:8]=[CH:7]2.[OH-].[K+].Br[CH2:14][CH2:15][O:16][Si](C(C)(C)C)(C)C. The catalyst is CS(C)=O. The product is [CH3:1][C:2]1[CH:3]=[CH:4][CH:5]=[C:6]2[C:10]=1[N:9]([CH2:14][CH2:15][OH:16])[CH:8]=[CH:7]2. The yield is 0.340. (3) The yield is 1.00. The product is [CH3:22][C:21]1[C:1]([C:3]2[CH:8]=[CH:7][C:6]([C:9]3([C:12]#[N:13])[CH2:10][CH2:11]3)=[CH:5][CH:4]=2)=[CH:2][O:14][N:20]=1. The catalyst is C(OCC)(=O)C. The reactants are [C:1]([C:3]1[CH:8]=[CH:7][C:6]([C:9]2([C:12]#[N:13])[CH2:11][CH2:10]2)=[CH:5][CH:4]=1)#[CH:2].[O:14]1CCCC1.Cl[N:20]1C(=O)C[CH2:22][C:21]1=O.C(N(CC)CC)C. (4) The reactants are [CH3:1][O:2][CH2:3][C:4](=[O:24])[C:5](=[N:10][NH:11][C:12]1[C:22]([F:23])=[CH:21][C:15]2[O:16][C:17]([F:20])([F:19])[O:18][C:14]=2[CH:13]=1)[C:6]([O:8][CH3:9])=[O:7].[CH3:25]OC(OC)N(C)C. No catalyst specified. The product is [CH3:1][O:2][C:3]1[C:4](=[O:24])[C:5]([C:6]([O:8][CH3:9])=[O:7])=[N:10][N:11]([C:12]2[C:22]([F:23])=[CH:21][C:15]3[O:16][C:17]([F:20])([F:19])[O:18][C:14]=3[CH:13]=2)[CH:25]=1. The yield is 0.240. (5) The reactants are C([O:8][CH:9]1[CH2:12][CH:11]([N:13]2[C:21](=[O:22])[C:20]3[N:19]([CH2:23][C:24]4[CH:29]=[CH:28][C:27]([Cl:30])=[CH:26][CH:25]=4)[C:18]([O:31][C:32]4[CH:37]=[CH:36][CH:35]=[C:34]([O:38][C:39]([F:42])([F:41])[F:40])[CH:33]=4)=[N:17][C:16]=3[N:15]([CH3:43])[C:14]2=[O:44])[CH2:10]1)C1C=CC=CC=1. The catalyst is CO.[Pd]. The product is [Cl:30][C:27]1[CH:26]=[CH:25][C:24]([CH2:23][N:19]2[C:20]3[C:21](=[O:22])[N:13]([CH:11]4[CH2:10][CH:9]([OH:8])[CH2:12]4)[C:14](=[O:44])[N:15]([CH3:43])[C:16]=3[N:17]=[C:18]2[O:31][C:32]2[CH:37]=[CH:36][CH:35]=[C:34]([O:38][C:39]([F:42])([F:40])[F:41])[CH:33]=2)=[CH:29][CH:28]=1. The yield is 0.177. (6) The reactants are [CH2:1]([C:5]1[C:6]([CH3:18])=[C:7]([C:16]#[N:17])[C:8]2[N:9]([N:12]=[C:13]([CH3:15])[N:14]=2)[C:10]=1O)[CH2:2][CH2:3][CH3:4].P(Cl)(Cl)([Cl:21])=O. No catalyst specified. The product is [CH2:1]([C:5]1[C:6]([CH3:18])=[C:7]([C:16]#[N:17])[C:8]2[N:9]([N:12]=[C:13]([CH3:15])[N:14]=2)[C:10]=1[Cl:21])[CH2:2][CH2:3][CH3:4]. The yield is 0.890. (7) The reactants are [CH3:1][C:2]1[N:6]2[N:7]=[C:8]([CH:11]=C)[CH:9]=[CH:10][C:5]2=[N:4][C:3]=1[C:13]([F:16])([F:15])[F:14].C[N+]1([O-])CC[O:21]CC1.I([O-])(=O)(=O)=O.[Na+]. The catalyst is CC(C)=O.[Os](=O)(=O)(=O)=O. The product is [CH3:1][C:2]1[N:6]2[N:7]=[C:8]([CH:11]=[O:21])[CH:9]=[CH:10][C:5]2=[N:4][C:3]=1[C:13]([F:16])([F:15])[F:14]. The yield is 0.300. (8) The reactants are [CH:1](=[N:8]/[OH:9])\[C:2]1[CH:7]=[CH:6][CH:5]=[CH:4][CH:3]=1.[Cl:10]N1C(=O)CCC1=O. The catalyst is CN(C)C=O.O. The product is [OH:9]/[N:8]=[C:1](\[Cl:10])/[C:2]1[CH:7]=[CH:6][CH:5]=[CH:4][CH:3]=1. The yield is 0.980. (9) The reactants are [NH2:1][C:2]1[C:7]2=[C:8]([C:21]3[S:22][C:23]4[C:29]([O:30][CH3:31])=[CH:28][C:27]([CH3:32])=[CH:26][C:24]=4[CH:25]=3)[C:9]([CH2:13][N:14]3[CH2:19][CH2:18][NH:17][C:16](=[O:20])[CH2:15]3)=[C:10]([CH2:11][OH:12])[N:6]2[N:5]=[CH:4][N:3]=1.S(Cl)(Cl)=O.[CH2:37](O)[CH3:38].CC[O-].[Na+]. The catalyst is ClCCl. The product is [NH2:1][C:2]1[C:7]2=[C:8]([C:21]3[S:22][C:23]4[C:29]([O:30][CH3:31])=[CH:28][C:27]([CH3:32])=[CH:26][C:24]=4[CH:25]=3)[C:9]([CH2:13][N:14]3[CH2:19][CH2:18][NH:17][C:16](=[O:20])[CH2:15]3)=[C:10]([CH2:11][O:12][CH2:37][CH3:38])[N:6]2[N:5]=[CH:4][N:3]=1. The yield is 0.540.